Predict the reaction yield, written as a fraction of the theoretical maximum amount of product (1.0 means a 100% yield; for example, 0.34 means a 34% yield). From a dataset of Reaction yield outcomes from USPTO patents with 853,638 reactions. (1) The reactants are [CH3:1][CH:2]([CH2:4][CH2:5][CH2:6][C@H:7]([C@@H:9]1[C@:27]2([CH3:28])[C@H:12]([C@H:13]3[C@H:24]([CH2:25][CH2:26]2)[C@:22]2([CH3:23])[C:16]([CH2:17][C@H:18]([CH2:20][CH2:21]2)[OH:19])=[CH:15][CH2:14]3)[CH2:11][CH2:10]1)[CH3:8])[CH3:3].[NH2:29][C@H:30]([C:36]([OH:38])=[O:37])[CH2:31][CH2:32][CH2:33][CH2:34][NH2:35].[CH3:39][P:40]([NH2:43])(=[O:42])[O-:41].[N:44]1([C:49](N)=[NH:50])C=CC=N1.Cl.C(N(C(C)C)CC)(C)C. The catalyst is CN(C=O)C. The product is [CH3:3][CH:2]([CH2:4][CH2:5][CH2:6][C@H:7]([C@@H:9]1[C@:27]2([CH3:28])[C@H:12]([C@H:13]3[C@H:24]([CH2:25][CH2:26]2)[C@:22]2([CH3:23])[C:16]([CH2:17][C@H:18]([CH2:20][CH2:21]2)[OH:19])=[CH:15][CH2:14]3)[CH2:11][CH2:10]1)[CH3:8])[CH3:1].[NH2:29][C@H:30]([C:36]([OH:38])=[O:37])[CH2:31][CH2:32][CH2:33][CH2:34][NH:35][C:49]([NH2:50])=[NH:44].[CH3:39][P:40]([NH2:43])(=[O:41])[O-:42]. The yield is 0.570. (2) The reactants are [CH2:1]([NH:3][C@@H:4]([CH3:9])[C:5]([O:7][CH3:8])=[O:6])[CH3:2].Cl[C:11]1[C:20]([N+:21]([O-:23])=[O:22])=[CH:19][C:14]([C:15]([O:17][CH3:18])=[O:16])=[CH:13][N:12]=1.[CH3:24]COC(C)=O. No catalyst specified. The product is [CH2:8]([O:7][C:5](=[O:6])[C@@H:4]([N:3]([CH2:1][CH3:2])[C:11]1[C:20]([N+:21]([O-:23])=[O:22])=[CH:19][C:14]([C:15]([O:17][CH3:18])=[O:16])=[CH:13][N:12]=1)[CH3:9])[CH3:24]. The yield is 0.660. (3) The reactants are Br[CH2:2][CH2:3][CH2:4][CH:5]1[CH2:10][C:9]2[CH:11]=[C:12]([Cl:15])[CH:13]=[CH:14][C:8]=2[N:7]([C:16]2[CH:21]=[CH:20][CH:19]=[CH:18][C:17]=2[F:22])[S:6]1(=[O:24])=[O:23].C(O)C.[CH3:28][NH2:29]. No catalyst specified. The product is [Cl:15][C:12]1[CH:13]=[CH:14][C:8]2[N:7]([C:16]3[CH:21]=[CH:20][CH:19]=[CH:18][C:17]=3[F:22])[S:6](=[O:24])(=[O:23])[CH:5]([CH2:4][CH2:3][CH2:2][NH:29][CH3:28])[CH2:10][C:9]=2[CH:11]=1. The yield is 0.960. (4) The reactants are [CH:1](C1C=CC(CN(C)C(=O)OCC2C=CC=CC=2)=CC=1)=O.C(=NC1C=CC=C2C=1COC2=O)C1C=CC=CC=1.C[O-].[Na+].CO.[CH2:45]([O:52][C:53]([N:55]([CH2:57][C:58]1[CH:63]=[CH:62][C:61]([CH:64]2[C:73](=[O:74])[C:72]3[C:71]([C:75]([O:77][CH3:78])=[O:76])=[CH:70][CH:69]=[CH:68][C:67]=3[NH:66][CH:65]2[C:79]2[CH:84]=[CH:83][CH:82]=[CH:81][CH:80]=2)=[CH:60][CH:59]=1)[CH3:56])=[O:54])[C:46]1[CH:51]=[CH:50][CH:49]=[CH:48][CH:47]=1. The catalyst is C(OCC)(=O)CC. The product is [CH2:45]([O:52][C:53]([N:55]([CH2:57][C:58]1[CH:63]=[CH:62][C:61]([CH:64]2[C:73](=[O:74])[C:72]3[C:71]([C:75]([O:77][CH2:78][CH3:1])=[O:76])=[CH:70][CH:69]=[CH:68][C:67]=3[NH:66][CH:65]2[C:79]2[CH:84]=[CH:83][CH:82]=[CH:81][CH:80]=2)=[CH:60][CH:59]=1)[CH3:56])=[O:54])[C:46]1[CH:51]=[CH:50][CH:49]=[CH:48][CH:47]=1. The yield is 0.200. (5) The yield is 0.910. The catalyst is O1CCOCC1. The reactants are [NH2:1][C:2]1[C:7]([C:8]([F:11])([F:10])[F:9])=[CH:6][C:5]([C:12]2[CH:17]=[CH:16][CH:15]=[CH:14][C:13]=2[C:18]([F:21])([F:20])[F:19])=[CH:4][C:3]=1[NH:22][C:23]([C:25]1[CH2:29][C:28]2([CH2:34][CH2:33][CH2:32][CH2:31][CH2:30]2)[O:27][N:26]=1)=O.CC1(C)C2(CS(O)(=O)=O)C(CC1CC2)=O. The product is [F:11][C:8]([F:9])([F:10])[C:7]1[C:2]2[NH:1][C:23]([C:25]3[CH2:29][C:28]4([CH2:30][CH2:31][CH2:32][CH2:33][CH2:34]4)[O:27][N:26]=3)=[N:22][C:3]=2[CH:4]=[C:5]([C:12]2[CH:17]=[CH:16][CH:15]=[CH:14][C:13]=2[C:18]([F:19])([F:21])[F:20])[CH:6]=1. (6) The reactants are [ClH:1].Cl.Cl.[CH:4]([N:7]([CH2:21]/[CH:22]=[CH:23]/[C:24]1[CH:25]=[C:26]([CH:30]=[CH:31][CH:32]=1)[C:27]([NH2:29])=[NH:28])[C:8]1[CH:13]=[CH:12][C:11]([O:14][CH:15]2[CH2:20][CH2:19][NH:18][CH2:17][CH2:16]2)=[CH:10][CH:9]=1)([CH3:6])[CH3:5].Cl.[C:34](=[NH:39])(OCC)[CH3:35].C(N(CC)CC)C.Cl. The catalyst is CO.O1CCOCC1. The product is [ClH:1].[ClH:1].[ClH:1].[C:34]([N:18]1[CH2:17][CH2:16][CH:15]([O:14][C:11]2[CH:10]=[CH:9][C:8]([N:7]([CH2:21]/[CH:22]=[CH:23]/[C:24]3[CH:25]=[C:26]([CH:30]=[CH:31][CH:32]=3)[C:27]([NH2:29])=[NH:28])[CH:4]([CH3:6])[CH3:5])=[CH:13][CH:12]=2)[CH2:20][CH2:19]1)(=[NH:39])[CH3:35]. The yield is 0.770. (7) The reactants are Br.[N:2]1[CH:7]=[CH:6][C:5]([C:8]2[N:12]=[C:11]([CH2:13][NH2:14])[NH:10][N:9]=2)=[CH:4][CH:3]=1.[OH:15][C:16]1[CH:24]=[CH:23][C:19]([C:20](O)=[O:21])=[CH:18][C:17]=1[CH3:25].O.ON1C2C=CC=CC=2N=N1.CN1CCOCC1. The catalyst is CN(C=O)C.C1COCC1. The product is [OH:15][C:16]1[CH:24]=[CH:23][C:19]([C:20]([NH:14][CH2:13][C:11]2[NH:10][N:9]=[C:8]([C:5]3[CH:4]=[CH:3][N:2]=[CH:7][CH:6]=3)[N:12]=2)=[O:21])=[CH:18][C:17]=1[CH3:25]. The yield is 0.300.